Dataset: Forward reaction prediction with 1.9M reactions from USPTO patents (1976-2016). Task: Predict the product of the given reaction. (1) The product is: [CH:35]([N:30]1[CH2:29][CH:28]=[C:27]([C:22]2[C:21]3[N:20]([N:19]=[C:18]([NH:17][C:7]4[CH:8]=[CH:9][C:10]([N:11]5[CH:15]=[C:14]([CH3:16])[N:13]=[CH:12]5)=[C:5]([O:4][CH3:3])[CH:6]=4)[N:33]=3)[CH:25]=[C:24]([CH3:26])[CH:23]=2)[CH2:32][CH2:31]1)([CH3:36])[CH3:34]. Given the reactants Cl.Cl.[CH3:3][O:4][C:5]1[CH:6]=[C:7]([NH:17][C:18]2[N:33]=[C:21]3[C:22]([C:27]4[CH2:28][CH2:29][NH:30][CH2:31][CH:32]=4)=[CH:23][C:24]([CH3:26])=[CH:25][N:20]3[N:19]=2)[CH:8]=[CH:9][C:10]=1[N:11]1[CH:15]=[C:14]([CH3:16])[N:13]=[CH:12]1.[CH3:34][C:35](=O)[CH3:36], predict the reaction product. (2) The product is: [CH2:23]([O:22][C:18]1[C:19]([CH3:21])=[CH:20][C:15]([C:14]2[O:11][C:10]([C:8]3[S:9][C:5]([CH2:1][CH:2]([CH3:4])[CH3:3])=[CH:6][CH:7]=3)=[N:12][N:13]=2)=[CH:16][C:17]=1[CH3:26])[CH:24]=[CH2:25]. Given the reactants [CH2:1]([C:5]1[S:9][C:8]([C:10]([NH:12][NH:13][C:14](=O)[C:15]2[CH:20]=[C:19]([CH3:21])[C:18]([O:22][CH2:23][CH:24]=[CH2:25])=[C:17]([CH3:26])[CH:16]=2)=[O:11])=[CH:7][CH:6]=1)[CH:2]([CH3:4])[CH3:3].CC[N+](S(N=C(OC)[O-])(=O)=O)(CC)CC, predict the reaction product. (3) The product is: [S:1]1[C:5]2[CH:6]=[CH:7][CH:8]=[CH:9][C:4]=2[N:3]=[C:2]1[NH:10][C:11]([C:13]1[CH:14]=[CH:15][CH:16]=[C:17]2[C:22]=1[CH2:21][N:20]([C:23]1[S:24][C:25]([C:34]#[C:33][CH2:32][OH:35])=[C:26]([C:28]([O:30][CH3:36])=[O:29])[N:27]=1)[CH2:19][CH2:18]2)=[O:12]. Given the reactants [S:1]1[C:5]2[CH:6]=[CH:7][CH:8]=[CH:9][C:4]=2[N:3]=[C:2]1[NH:10][C:11]([C:13]1[CH:14]=[CH:15][CH:16]=[C:17]2[C:22]=1[CH2:21][N:20]([C:23]1[S:24][C:25](I)=[C:26]([C:28]([O-:30])=[O:29])[N:27]=1)[CH2:19][CH2:18]2)=[O:12].[CH2:32]([OH:35])[C:33]#[CH:34].[CH3:36]CN(C(C)C)C(C)C, predict the reaction product.